From a dataset of Retrosynthesis with 50K atom-mapped reactions and 10 reaction types from USPTO. Predict the reactants needed to synthesize the given product. (1) Given the product Cn1c(C(F)(F)F)cc(=O)n(-c2cc(OC(=O)NCC3CCCCC3)c(Cl)cc2F)c1=O, predict the reactants needed to synthesize it. The reactants are: Cn1c(C(F)(F)F)cc(=O)n(-c2cc(O)c(Cl)cc2F)c1=O.O=C=NCC1CCCCC1. (2) Given the product Cc1cncc(-c2cc3c(cn2)cnn3-c2cc(N3CCC[C@H](NC(=O)OC(C)(C)C)C3)c(=O)n(C)c2)n1, predict the reactants needed to synthesize it. The reactants are: Cc1cncc(-c2cc3[nH]ncc3cn2)n1.Cn1cc(Br)cc(N2CCC[C@H](NC(=O)OC(C)(C)C)C2)c1=O. (3) Given the product CCCCCC(=O)OCC1(C)CN(c2ccccc2)N(C(=O)Cl)C1=O, predict the reactants needed to synthesize it. The reactants are: CCCCCC(=O)OCC1(C)CN(c2ccccc2)NC1=O.O=C(Cl)Cl. (4) Given the product Cc1ccc2c(c1)c1c(n2-c2cccc(-c3cn[nH]c3)c2)CCN(C)C1, predict the reactants needed to synthesize it. The reactants are: Cc1ccc2c(c1)c1c(n2-c2cccc(Br)c2)CCN(C)C1.OB(O)c1cn[nH]c1. (5) Given the product CCOc1cc(C=C2SC(=S)N(c3cccc(F)c3)C2=O)ccc1O, predict the reactants needed to synthesize it. The reactants are: CCOc1cc(C=O)ccc1O.O=C1CSC(=S)N1c1cccc(F)c1. (6) Given the product COc1cc(O)c2c(c1C(=O)NCc1c(C)cc(NS(C)(=O)=O)cc1C)OC1=CC(O)=C(C(C)=O)C(=O)[C@]12C, predict the reactants needed to synthesize it. The reactants are: COc1cc(O)c2c(c1C(N)=O)OC1=CC(O)=C(C(C)=O)C(=O)[C@]12C.Cc1cc(NS(C)(=O)=O)cc(C)c1C=O. (7) Given the product COc1ccc(CN2CCOC[C@H]2COc2cc(C#N)cc(N)c2Cl)c(OC)c1, predict the reactants needed to synthesize it. The reactants are: COc1ccc(CN2CCOC[C@H]2COc2cc(C#N)cc([N+](=O)[O-])c2Cl)c(OC)c1. (8) Given the product CN1CCC(NC(=O)c2csc(N)n2)CC1, predict the reactants needed to synthesize it. The reactants are: CN1CCC(N)CC1.Nc1nc(C(=O)O)cs1.